From a dataset of Forward reaction prediction with 1.9M reactions from USPTO patents (1976-2016). Predict the product of the given reaction. (1) The product is: [CH2:11]([O:18][C:19]([C:21]1([C:24](=[O:41])[NH:25][C:26]2[CH:31]=[CH:30][C:29]([O:32][C:33]3[CH:38]=[CH:37][N:36]=[C:35]([NH:39][C:2]([O:4][C:5]4[CH:10]=[CH:9][CH:8]=[CH:7][CH:6]=4)=[O:3])[CH:34]=3)=[CH:28][C:27]=2[F:40])[CH2:22][CH2:23]1)=[O:20])[C:12]1[CH:13]=[CH:14][CH:15]=[CH:16][CH:17]=1. Given the reactants Cl[C:2]([O:4][C:5]1[CH:10]=[CH:9][CH:8]=[CH:7][CH:6]=1)=[O:3].[CH2:11]([O:18][C:19]([C:21]1([C:24](=[O:41])[NH:25][C:26]2[CH:31]=[CH:30][C:29]([O:32][C:33]3[CH:38]=[CH:37][N:36]=[C:35]([NH2:39])[CH:34]=3)=[CH:28][C:27]=2[F:40])[CH2:23][CH2:22]1)=[O:20])[C:12]1[CH:17]=[CH:16][CH:15]=[CH:14][CH:13]=1.ClC(OC1C=CC=CC=1)=O.C(#N)C.C(OC(C1(C(=O)NC2C=CC(OC3C=CN=C(N)C=3)=CC=2F)CC1)=O)C1C=CC=CC=1.O1CCCC1, predict the reaction product. (2) Given the reactants Br[C:2]1[N:3]=[C:4]2[C:10]([C:11]([NH:13][C:14]([CH3:18])([CH3:17])[CH2:15][OH:16])=[O:12])=[CH:9][N:8]([CH2:19][O:20][CH2:21][CH2:22][Si:23]([CH3:26])([CH3:25])[CH3:24])[C:5]2=[N:6][CH:7]=1.[I-].[Na+].CN[C@@H]1CCCC[C@H]1NC.[F:39][C:40]1[CH:41]=[C:42]2[C:46](=[CH:47][CH:48]=1)[NH:45][N:44]=[CH:43]2.[O-]P([O-])([O-])=O.[K+].[K+].[K+], predict the reaction product. The product is: [F:39][C:40]1[CH:41]=[C:42]2[C:46](=[CH:47][CH:48]=1)[N:45]([C:2]1[N:3]=[C:4]3[C:10]([C:11]([NH:13][C:14]([CH3:18])([CH3:17])[CH2:15][OH:16])=[O:12])=[CH:9][N:8]([CH2:19][O:20][CH2:21][CH2:22][Si:23]([CH3:26])([CH3:25])[CH3:24])[C:5]3=[N:6][CH:7]=1)[N:44]=[CH:43]2. (3) Given the reactants Cl[C:2]1[CH:3]=[CH:4][C:5]([N+:10]([O-:12])=[O:11])=[C:6]([O:8][CH3:9])[CH:7]=1.[CH3:13][PH:14](=[O:16])[CH3:15].P([O-])([O-])([O-])=O.[K+].[K+].[K+], predict the reaction product. The product is: [CH3:9][O:8][C:6]1[CH:7]=[C:2]([P:14](=[O:16])([CH3:15])[CH3:13])[CH:3]=[CH:4][C:5]=1[N+:10]([O-:12])=[O:11]. (4) The product is: [Cl:14][C:11]1[CH:10]=[CH:9][C:8]([CH:6]([CH3:7])[C:5]([OH:15])=[O:4])=[CH:13][CH:12]=1. Given the reactants [OH-].[Li+].C[O:4][C:5](=[O:15])[CH:6]([C:8]1[CH:13]=[CH:12][C:11]([Cl:14])=[CH:10][CH:9]=1)[CH3:7].CO, predict the reaction product. (5) The product is: [O:16]([C:13]1[CH:12]=[CH:11][C:10]([C:9]2[C:4]([C:1]([NH2:2])=[O:3])=[CH:5][CH:6]=[C:7]([CH:23]3[CH2:27][CH2:26][NH:25][CH2:24]3)[N:8]=2)=[CH:15][CH:14]=1)[C:17]1[CH:22]=[CH:21][CH:20]=[CH:19][CH:18]=1. Given the reactants [C:1]([C:4]1[CH:5]=[CH:6][C:7]([CH:23]2[CH2:27][CH2:26][N:25](C(OC(C)(C)C)=O)[CH2:24]2)=[N:8][C:9]=1[C:10]1[CH:15]=[CH:14][C:13]([O:16][C:17]2[CH:22]=[CH:21][CH:20]=[CH:19][CH:18]=2)=[CH:12][CH:11]=1)(=[O:3])[NH2:2].C(O)(C(F)(F)F)=O, predict the reaction product. (6) Given the reactants [NH2:1][C:2]1[CH:3]=[C:4]([CH:20]=[CH:21][C:22]=1[NH2:23])[O:5][C:6]1[CH:7]=[C:8]([NH:12][C:13](=[O:19])[O:14][C:15]([CH3:18])([CH3:17])[CH3:16])[CH:9]=[CH:10][CH:11]=1.[N:24]#[C:25]Br, predict the reaction product. The product is: [NH2:24][C:25]1[NH:1][C:2]2[CH:3]=[C:4]([O:5][C:6]3[CH:7]=[C:8]([NH:12][C:13](=[O:19])[O:14][C:15]([CH3:18])([CH3:17])[CH3:16])[CH:9]=[CH:10][CH:11]=3)[CH:20]=[CH:21][C:22]=2[N:23]=1. (7) Given the reactants Br[CH2:2][CH2:3][CH2:4][N:5]1[C:9]2[CH:10]=[CH:11][CH:12]=[CH:13][C:8]=2[N:7]([C:14]2[C:19]([F:20])=[CH:18][CH:17]=[CH:16][C:15]=2[F:21])[S:6]1(=[O:23])=[O:22].[CH2:24]([NH2:26])[CH3:25].[ClH:27], predict the reaction product. The product is: [ClH:27].[F:21][C:15]1[CH:16]=[CH:17][CH:18]=[C:19]([F:20])[C:14]=1[N:7]1[C:8]2[CH:13]=[CH:12][CH:11]=[CH:10][C:9]=2[N:5]([CH2:4][CH2:3][CH2:2][NH:26][CH2:24][CH3:25])[S:6]1(=[O:23])=[O:22]. (8) Given the reactants [CH:1]([C:3]1[C:18]([O:19][CH3:20])=[CH:17][C:6]([O:7][CH2:8][CH2:9][CH2:10][CH2:11][C:12]([O:14]CC)=[O:13])=[CH:5][C:4]=1[O:21][CH3:22])=[O:2].[OH-].[Na+], predict the reaction product. The product is: [CH:1]([C:3]1[C:4]([O:21][CH3:22])=[CH:5][C:6]([O:7][CH2:8][CH2:9][CH2:10][CH2:11][C:12]([OH:14])=[O:13])=[CH:17][C:18]=1[O:19][CH3:20])=[O:2]. (9) Given the reactants Cl.Cl.[CH:3]1([CH2:9][CH2:10][O:11][C:12]2[CH:13]=[C:14]([CH:22]=[CH:23][CH:24]=2)[CH2:15][N:16]2[CH2:21][CH2:20][NH:19][CH2:18][CH2:17]2)[CH2:8][CH2:7][CH2:6][CH2:5][CH2:4]1.[O-:25][C:26]#[N:27].[K+].Cl.[OH-].[Na+], predict the reaction product. The product is: [CH:3]1([CH2:9][CH2:10][O:11][C:12]2[CH:13]=[C:14]([CH:22]=[CH:23][CH:24]=2)[CH2:15][N:16]2[CH2:21][CH2:20][N:19]([C:26]([NH2:27])=[O:25])[CH2:18][CH2:17]2)[CH2:8][CH2:7][CH2:6][CH2:5][CH2:4]1. (10) Given the reactants C(C1C=C2C(C3C=C(C=CC=3)CNC(C3C(=O)N(CC4C=CC(F)=C(F)C=4)C=CC=3)=O)=CNC2=NC=1)#N.CC1(C)C(C)(C)OB([C:46]2[S:50][C:49]([CH2:51][NH:52][C:53]([C:55]3[C:56](=[O:70])[N:57]([CH2:61][C:62]4[CH:67]=[CH:66][C:65]([F:68])=[C:64]([F:69])[CH:63]=4)[CH:58]=[CH:59][CH:60]=3)=[O:54])=[CH:48][CH:47]=2)O1.[B].[Cl:73][C:74]1[CH:75]=[C:76]2[C:82](I)=[CH:81][NH:80][C:77]2=[N:78][CH:79]=1, predict the reaction product. The product is: [Cl:73][C:74]1[CH:75]=[C:76]2[C:82]([C:46]3[S:50][C:49]([CH2:51][NH:52][C:53]([C:55]4[C:56](=[O:70])[N:57]([CH2:61][C:62]5[CH:67]=[CH:66][C:65]([F:68])=[C:64]([F:69])[CH:63]=5)[CH:58]=[CH:59][CH:60]=4)=[O:54])=[CH:48][CH:47]=3)=[CH:81][NH:80][C:77]2=[N:78][CH:79]=1.